From a dataset of Reaction yield outcomes from USPTO patents with 853,638 reactions. Predict the reaction yield, written as a fraction of the theoretical maximum amount of product (1.0 means a 100% yield; for example, 0.34 means a 34% yield). The reactants are [CH:1]([O:4][C:5]([N:7]1[CH2:12][CH2:11][CH:10]([CH:13]2[CH2:17][C:16]3[CH:18]=[C:19](B4OC(C)(C)C(C)(C)O4)[CH:20]=[CH:21][C:15]=3[O:14]2)[CH2:9][CH2:8]1)=[O:6])([CH3:3])[CH3:2].Br[C:32]1[CH:33]=[CH:34][C:35]([S:38]([CH3:41])(=[O:40])=[O:39])=[N:36][CH:37]=1. No catalyst specified. The product is [CH:1]([O:4][C:5]([N:7]1[CH2:8][CH2:9][CH:10]([CH:13]2[CH2:17][C:16]3[CH:18]=[C:19]([C:32]4[CH:37]=[N:36][C:35]([S:38]([CH3:41])(=[O:40])=[O:39])=[CH:34][CH:33]=4)[CH:20]=[CH:21][C:15]=3[O:14]2)[CH2:11][CH2:12]1)=[O:6])([CH3:3])[CH3:2]. The yield is 0.660.